Dataset: Reaction yield outcomes from USPTO patents with 853,638 reactions. Task: Predict the reaction yield, written as a fraction of the theoretical maximum amount of product (1.0 means a 100% yield; for example, 0.34 means a 34% yield). The product is [N:58]1([C:22]([CH:19]2[CH2:20][CH2:21][N:17]([C:14]3[CH:13]=[CH:12][C:11]([C:9]([N:7]4[CH2:27][C:4]5([CH3:26])[CH2:5][CH:6]4[CH2:25][C:2]([CH3:1])([CH3:8])[CH2:3]5)=[O:10])=[CH:16][CH:15]=3)[CH2:18]2)=[O:23])[CH2:63][CH2:62][O:61][CH2:60][CH2:59]1. The catalyst is C1COCC1. The reactants are [CH3:1][C:2]12[CH2:25][CH:6]([N:7]([C:9]([C:11]3[CH:16]=[CH:15][C:14]([N:17]4[CH2:21][CH2:20][CH:19]([C:22](O)=[O:23])[CH2:18]4)=[CH:13][CH:12]=3)=[O:10])[CH2:8]1)[CH2:5][C:4]([CH3:27])([CH3:26])[CH2:3]2.C1C=CC2N(O)N=NC=2C=1.CCN=C=NCCCN(C)C.CCN(C(C)C)C(C)C.[NH:58]1[CH2:63][CH2:62][O:61][CH2:60][CH2:59]1. The yield is 0.700.